Dataset: Full USPTO retrosynthesis dataset with 1.9M reactions from patents (1976-2016). Task: Predict the reactants needed to synthesize the given product. (1) Given the product [Cl:14][C:15]1[S:16][C:17]([CH:20]=[N:1][C:2]2[C:7]([C:8]3[CH:9]=[CH:10][CH:11]=[CH:12][CH:13]=3)=[CH:6][CH:5]=[CH:4][N:3]=2)=[CH:18][N:19]=1, predict the reactants needed to synthesize it. The reactants are: [NH2:1][C:2]1[C:7]([C:8]2[CH:13]=[CH:12][CH:11]=[CH:10][CH:9]=2)=[CH:6][CH:5]=[CH:4][N:3]=1.[Cl:14][C:15]1[S:16][C:17]([CH:20]=O)=[CH:18][N:19]=1. (2) The reactants are: Br[C:2]1[S:6][C:5]([CH:7]=[O:8])=[CH:4][C:3]=1[C:9]1[CH:14]=[CH:13][CH:12]=[CH:11][CH:10]=1.[C:15]1([O-:21])[CH:20]=[CH:19][CH:18]=[CH:17][CH:16]=1.[Na+].O. Given the product [O:21]([C:2]1[S:6][C:5]([CH:7]=[O:8])=[CH:4][C:3]=1[C:9]1[CH:14]=[CH:13][CH:12]=[CH:11][CH:10]=1)[C:15]1[CH:20]=[CH:19][CH:18]=[CH:17][CH:16]=1, predict the reactants needed to synthesize it. (3) Given the product [O:21]1[C:17]2([CH2:16][CH2:15][N:14]([C:10]3[CH:9]=[CH:8][C:7]([N:6]4[CH2:2][C@H:1]([CH2:25][OH:27])[O:3][C:4]4=[O:5])=[CH:12][C:11]=3[F:13])[CH2:23][CH2:22]2)[O:18][CH2:19][CH2:20]1, predict the reactants needed to synthesize it. The reactants are: [CH2:1]([O:3][C:4]([NH:6][C:7]1[CH:8]=[CH:9][C:10]([N:14]2[CH2:23][CH2:22][C:17]3([O:21][CH2:20][CH2:19][O:18]3)[CH2:16][CH2:15]2)=[C:11]([F:13])[CH:12]=1)=[O:5])[CH3:2].C[C:25](C)([O-:27])C.[Li+].C(OC(=O)CCC)[C@@H]1OC1. (4) Given the product [C:10]1([C:2]2[CH:7]=[C:6]([CH3:8])[CH:5]=[CH:4][C:3]=2[NH2:9])[CH:15]=[CH:14][CH:13]=[CH:12][CH:11]=1, predict the reactants needed to synthesize it. The reactants are: Br[C:2]1[CH:7]=[C:6]([CH3:8])[CH:5]=[CH:4][C:3]=1[NH2:9].[C:10]1(B(O)O)[CH:15]=[CH:14][CH:13]=[CH:12][CH:11]=1.C(=O)([O-])[O-].[Na+].[Na+].O.